Dataset: Forward reaction prediction with 1.9M reactions from USPTO patents (1976-2016). Task: Predict the product of the given reaction. Given the reactants [NH2:1][CH2:2][CH:3]1[N:12]2[C:7](=[CH:8][C:9](=[O:18])[C:10]([C:13]([O:15][CH2:16][CH3:17])=[O:14])=[CH:11]2)[C:6]2[CH:19]=[C:20]([O:26][CH2:27][CH3:28])[C:21]([O:23][CH2:24][CH3:25])=[CH:22][C:5]=2[CH2:4]1.C(N(CC)CC)C.[C:36](Cl)(=[O:43])[C:37]1[CH:42]=[CH:41][CH:40]=[CH:39][CH:38]=1, predict the reaction product. The product is: [C:36]([NH:1][CH2:2][CH:3]1[N:12]2[C:7](=[CH:8][C:9](=[O:18])[C:10]([C:13]([O:15][CH2:16][CH3:17])=[O:14])=[CH:11]2)[C:6]2[CH:19]=[C:20]([O:26][CH2:27][CH3:28])[C:21]([O:23][CH2:24][CH3:25])=[CH:22][C:5]=2[CH2:4]1)(=[O:43])[C:37]1[CH:42]=[CH:41][CH:40]=[CH:39][CH:38]=1.